This data is from Full USPTO retrosynthesis dataset with 1.9M reactions from patents (1976-2016). The task is: Predict the reactants needed to synthesize the given product. (1) Given the product [NH2:30][CH:10]([CH2:9][OH:8])[CH2:11][NH:12][C:13]1[C:22]2[C:17](=[CH:18][CH:19]=[CH:20][CH:21]=2)[N:16]=[C:15]([C:23]2[CH:28]=[CH:27][CH:26]=[CH:25][C:24]=2[OH:29])[N:14]=1, predict the reactants needed to synthesize it. The reactants are: [H-].[Al+3].[Li+].[H-].[H-].[H-].C[O:8][C:9](=O)[CH:10]([NH2:30])[CH2:11][NH:12][C:13]1[C:22]2[C:17](=[CH:18][CH:19]=[CH:20][CH:21]=2)[N:16]=[C:15]([C:23]2[CH:28]=[CH:27][CH:26]=[CH:25][C:24]=2[OH:29])[N:14]=1.[OH-].[Na+].O. (2) Given the product [O:1]=[C:2]1[N:6]([C:19]([O:18][C:15]([CH3:17])([CH3:16])[CH3:14])=[O:20])[CH:5]([C:7]([O:9][C:10]([CH3:13])([CH3:12])[CH3:11])=[O:8])[CH2:4][CH2:3]1, predict the reactants needed to synthesize it. The reactants are: [O:1]=[C:2]1[NH:6][CH:5]([C:7]([O:9][C:10]([CH3:13])([CH3:12])[CH3:11])=[O:8])[CH2:4][CH2:3]1.[CH3:14][C:15]([O:18][C:19](O[C:19]([O:18][C:15]([CH3:17])([CH3:16])[CH3:14])=[O:20])=[O:20])([CH3:17])[CH3:16]. (3) Given the product [NH2:1][C:4]1[CH:5]=[CH:6][C:7](/[CH:10]=[CH:11]/[C:12]([C:14]2[CH:19]=[CH:18][CH:17]=[CH:16][N:15]=2)=[O:13])=[CH:8][CH:9]=1, predict the reactants needed to synthesize it. The reactants are: [N+:1]([C:4]1[CH:9]=[CH:8][C:7](/[CH:10]=[CH:11]/[C:12]([C:14]2[CH:19]=[CH:18][CH:17]=[CH:16][N:15]=2)=[O:13])=[CH:6][CH:5]=1)([O-])=O.[Cl-].[NH4+]. (4) Given the product [C:1]([O:5][C:6]([NH:8][NH:9][CH:10]1[CH2:15][N:14]([C:16]([O:18][CH2:19][C:20]2[CH:25]=[CH:24][CH:23]=[CH:22][CH:21]=2)=[O:17])[CH:13]([CH3:26])[CH2:12][CH2:11]1)=[O:7])([CH3:4])([CH3:2])[CH3:3], predict the reactants needed to synthesize it. The reactants are: [C:1]([O:5][C:6]([NH:8][N:9]=[C:10]1[CH2:15][N:14]([C:16]([O:18][CH2:19][C:20]2[CH:25]=[CH:24][CH:23]=[CH:22][CH:21]=2)=[O:17])[CH:13]([CH3:26])[CH2:12][CH2:11]1)=[O:7])([CH3:4])([CH3:3])[CH3:2].C([BH3-])#N.[Na+].O.C1(C)C=CC(S(O)(=O)=O)=CC=1. (5) Given the product [OH:6][C:7]1[CH:8]=[C:9]([CH:12]=[C:13]([N:15]2[CH2:21][CH2:20][CH2:19][C:18]3[O:22][C:23]([C:25]4[CH:30]=[CH:29][CH:28]=[CH:27][N:26]=4)=[N:24][C:17]=3[CH2:16]2)[CH:14]=1)[C:10]#[N:11], predict the reactants needed to synthesize it. The reactants are: B(Br)(Br)Br.C[O:6][C:7]1[CH:8]=[C:9]([CH:12]=[C:13]([N:15]2[CH2:21][CH2:20][CH2:19][C:18]3[O:22][C:23]([C:25]4[CH:30]=[CH:29][CH:28]=[CH:27][N:26]=4)=[N:24][C:17]=3[CH2:16]2)[CH:14]=1)[C:10]#[N:11].CO. (6) Given the product [CH:1]([N:4]([C:29]1[CH:34]=[CH:33][CH:32]=[CH:31][CH:30]=1)[C:5](=[O:28])[CH2:6][N:7]1[C:16](=[O:17])[C:15](=[CH:44][C:37]2[C:38]3[C:39](=[N:40][CH:41]=[CH:42][CH:43]=3)[NH:35][CH:36]=2)[C:14]2[N:10]([C:11]([C:18]3[CH:23]=[CH:22][CH:21]=[CH:20][CH:19]=3)=[N:12][N:13]=2)[C:9]2[CH:24]=[CH:25][CH:26]=[CH:27][C:8]1=2)([CH3:3])[CH3:2], predict the reactants needed to synthesize it. The reactants are: [CH:1]([N:4]([C:29]1[CH:34]=[CH:33][CH:32]=[CH:31][CH:30]=1)[C:5](=[O:28])[CH2:6][N:7]1[C:16](=[O:17])[CH2:15][C:14]2[N:10]([C:11]([C:18]3[CH:23]=[CH:22][CH:21]=[CH:20][CH:19]=3)=[N:12][N:13]=2)[C:9]2[CH:24]=[CH:25][CH:26]=[CH:27][C:8]1=2)([CH3:3])[CH3:2].[NH:35]1[C:39]2=[N:40][CH:41]=[CH:42][CH:43]=[C:38]2[C:37]([CH:44]=O)=[CH:36]1.